Predict the reactants needed to synthesize the given product. From a dataset of Full USPTO retrosynthesis dataset with 1.9M reactions from patents (1976-2016). (1) The reactants are: [CH2:1](O)[CH3:2].[Cl:4][C:5]1[CH:6]=[C:7]2[C:12](=[CH:13][C:14]=1[OH:15])[O:11][CH2:10][CH2:9][CH:8]2[C:16]([OH:18])=[O:17].S(=O)(=O)(O)O. Given the product [Cl:4][C:5]1[CH:6]=[C:7]2[C:12](=[CH:13][C:14]=1[OH:15])[O:11][CH2:10][CH2:9][CH:8]2[C:16]([O:18][CH2:1][CH3:2])=[O:17], predict the reactants needed to synthesize it. (2) Given the product [CH3:1][O:2][C:3]([C:5]1[CH:14]=[C:13]2[C:8]([CH:9]([NH:15][C:29]([O:28][CH2:21][C:22]3[CH:27]=[CH:26][CH:25]=[CH:24][CH:23]=3)=[O:30])[CH2:10][CH2:11][S:12]2)=[CH:7][CH:6]=1)=[O:4], predict the reactants needed to synthesize it. The reactants are: [CH3:1][O:2][C:3]([C:5]1[CH:14]=[C:13]2[C:8]([CH:9]([NH2:15])[CH2:10][CH2:11][S:12]2)=[CH:7][CH:6]=1)=[O:4].C(=O)([O-])O.[Na+].[CH2:21]([O:28][C:29](Cl)=[O:30])[C:22]1[CH:27]=[CH:26][CH:25]=[CH:24][CH:23]=1. (3) Given the product [Cl:1][C:2]1[C:7]([C:8]2[CH:13]=[CH:12][C:11]([C:14]([F:17])([F:16])[F:15])=[CH:10][CH:9]=2)=[CH:6][C:5]2[NH:18][C:30]([C:29]([F:33])([F:34])[C:28]([F:35])([F:36])[C:27]([F:38])([F:37])[F:26])=[N:19][C:4]=2[CH:3]=1, predict the reactants needed to synthesize it. The reactants are: [Cl:1][C:2]1[CH:3]=[C:4]([NH2:19])[C:5]([NH2:18])=[CH:6][C:7]=1[C:8]1[CH:13]=[CH:12][C:11]([C:14]([F:17])([F:16])[F:15])=[CH:10][CH:9]=1.C(=O)([O-])[O-].[Na+].[Na+].[F:26][C:27]([F:38])([F:37])[C:28]([F:36])([F:35])[C:29]([F:34])([F:33])[C:30](O)=O. (4) Given the product [N+:1]([C:4]1[CH:9]=[CH:8][C:7]([C:10]2[N:11]=[C:12]([CH:34]=[O:35])[N:13]([CH2:15][O:16][CH2:17][CH2:18][Si:19]([CH3:22])([CH3:21])[CH3:20])[CH:14]=2)=[CH:6][CH:5]=1)([O-:3])=[O:2], predict the reactants needed to synthesize it. The reactants are: [N+:1]([C:4]1[CH:9]=[CH:8][C:7]([C:10]2[N:11]=[CH:12][N:13]([CH2:15][O:16][CH2:17][CH2:18][Si:19]([CH3:22])([CH3:21])[CH3:20])[CH:14]=2)=[CH:6][CH:5]=1)([O-:3])=[O:2].[Li+].CC([N-]C(C)C)C.CN([CH:34]=[O:35])C. (5) Given the product [CH2:41]([C:31]1[CH:30]=[C:29]([NH:28][C:27]([NH:19][CH2:18][CH:12]2[CH:13]([CH2:16][CH3:17])[CH2:14][CH2:15][N:10]([CH2:9][CH2:8][C:5]3[CH:6]=[CH:7][C:2]([F:1])=[CH:3][CH:4]=3)[CH2:11]2)=[O:26])[CH:34]=[C:33]([C:35]2[N:39]([CH3:40])[N:38]=[N:37][N:36]=2)[CH:32]=1)[CH3:42], predict the reactants needed to synthesize it. The reactants are: [F:1][C:2]1[CH:7]=[CH:6][C:5]([CH2:8][CH2:9][N:10]2[CH2:15][CH2:14][CH:13]([CH2:16][CH3:17])[CH:12]([CH2:18][NH2:19])[CH2:11]2)=[CH:4][CH:3]=1.C1([O:26][C:27](=O)[NH:28][C:29]2[CH:34]=[C:33]([C:35]3[N:39]([CH3:40])[N:38]=[N:37][N:36]=3)[CH:32]=[C:31]([CH2:41][CH3:42])[CH:30]=2)C=CC=CC=1.C(N(CC)CC)C. (6) The reactants are: [NH2:1][C@H:2]([C:5]([OH:7])=[O:6])[CH2:3][SH:4].O=[CH:9][C@@H:10]([C@H:12]([C@H:14]([C@@H:16]([CH2:18][OH:19])[OH:17])[OH:15])[OH:13])[OH:11].N1C=CC=CC=1. Given the product [OH:11][CH:10]([CH:9]1[NH:1][CH:2]([C:5]([OH:7])=[O:6])[CH2:3][S:4]1)[CH:12]([OH:13])[CH:14]([OH:15])[CH:16]([OH:17])[CH2:18][OH:19], predict the reactants needed to synthesize it. (7) Given the product [CH2:8]([O:7][C:5]([C:4]1[C:10](=[O:12])[NH:16][NH:17][C:1]=1[CH3:2])=[O:6])[CH3:9], predict the reactants needed to synthesize it. The reactants are: [C:1]([CH:4]([C:10]([O:12]CC)=O)[C:5]([O:7][CH2:8][CH3:9])=[O:6])(=O)[CH3:2].Cl.[NH2:16][NH2:17]. (8) Given the product [C:1]([C:3]1[CH:4]=[C:5]([C:9]2[CH:17]=[CH:16][CH:15]=[CH:14][C:10]=2[CH2:11][OH:12])[CH:6]=[CH:7][CH:8]=1)#[N:2], predict the reactants needed to synthesize it. The reactants are: [C:1]([C:3]1[CH:4]=[C:5]([C:9]2[CH:17]=[CH:16][CH:15]=[CH:14][C:10]=2[C:11](O)=[O:12])[CH:6]=[CH:7][CH:8]=1)#[N:2].O=S(Cl)Cl. (9) Given the product [F:1][C:2]1[CH:7]=[C:6]([F:8])[CH:5]=[CH:4][C:3]=1[C:9]1[N:10]=[C:11]([C:17]2[C:18]([CH3:26])=[N:19][N:20]3[CH:25]=[CH:24][CH:23]=[CH:22][C:21]=23)[S:12][C:13]=1[C:14]1[N:33]=[CH:35][NH:28][N:16]=1, predict the reactants needed to synthesize it. The reactants are: [F:1][C:2]1[CH:7]=[C:6]([F:8])[CH:5]=[CH:4][C:3]=1[C:9]1[N:10]=[C:11]([C:17]2[C:18]([CH3:26])=[N:19][N:20]3[CH:25]=[CH:24][CH:23]=[CH:22][C:21]=23)[S:12][C:13]=1[C:14]([NH2:16])=O.O.[NH2:28]N.COC(OC)[N:33]([CH3:35])C.